Dataset: Full USPTO retrosynthesis dataset with 1.9M reactions from patents (1976-2016). Task: Predict the reactants needed to synthesize the given product. (1) The reactants are: [C:1]([C:3]1([C:23]2[CH:28]=[CH:27][CH:26]=[CH:25][CH:24]=2)[CH2:8][CH2:7][N:6]([CH2:9][CH2:10][CH2:11]C2C=CC=C3C(NC(=O)C=23)=O)[CH2:5][CH2:4]1)#[N:2].[NH2:29]N. Given the product [C:1]([C:3]1([C:23]2[CH:28]=[CH:27][CH:26]=[CH:25][CH:24]=2)[CH2:8][CH2:7][N:6]([CH2:9][CH2:10][CH2:11][NH2:29])[CH2:5][CH2:4]1)#[N:2], predict the reactants needed to synthesize it. (2) Given the product [F:18][C:15]1[CH:16]=[CH:17][C:12]([CH2:11][C:4]2[CH:3]=[C:2]([C:26]3[CH:25]=[CH:24][CH:23]=[C:22]([N+:19]([O-:21])=[O:20])[CH:27]=3)[C:10]3[O:9][CH2:8][CH2:7][C:6]=3[CH:5]=2)=[CH:13][CH:14]=1, predict the reactants needed to synthesize it. The reactants are: Br[C:2]1[C:10]2[O:9][CH2:8][CH2:7][C:6]=2[CH:5]=[C:4]([CH2:11][C:12]2[CH:17]=[CH:16][C:15]([F:18])=[CH:14][CH:13]=2)[CH:3]=1.[N+:19]([C:22]1[CH:23]=[C:24](B(O)O)[CH:25]=[CH:26][CH:27]=1)([O-:21])=[O:20].[O-]P([O-])([O-])=O.[K+].[K+].[K+].COCCOC. (3) Given the product [Br:19][C:20]1[N:21]=[CH:22][C:23]([CH2:15][C@H:7]2[C:6]([O:12][CH3:13])=[N:5][C@H:4]([CH:1]([CH3:3])[CH3:2])[C:9]([O:10][CH3:11])=[N:8]2)=[CH:24][CH:25]=1, predict the reactants needed to synthesize it. The reactants are: [CH:1]([C@@H:4]1[C:9]([O:10][CH3:11])=[N:8][CH2:7][C:6]([O:12][CH3:13])=[N:5]1)([CH3:3])[CH3:2].[Li][CH2:15]CCC.[Br:19][C:20]1[CH:25]=[CH:24][C:23](Br)=[CH:22][N:21]=1.O.